From a dataset of Peptide-MHC class I binding affinity with 185,985 pairs from IEDB/IMGT. Regression. Given a peptide amino acid sequence and an MHC pseudo amino acid sequence, predict their binding affinity value. This is MHC class I binding data. (1) The peptide sequence is LYSILSPFL. The MHC is Patr-A0901 with pseudo-sequence Patr-A0901. The binding affinity (normalized) is 0.593. (2) The binding affinity (normalized) is 0.328. The MHC is HLA-A02:06 with pseudo-sequence HLA-A02:06. The peptide sequence is FPLMAKNEA.